From a dataset of Forward reaction prediction with 1.9M reactions from USPTO patents (1976-2016). Predict the product of the given reaction. (1) Given the reactants [C:1]1([N:7]([CH2:12][C@H:13]2[CH2:18][NH:17][CH2:16][CH2:15][NH:14]2)[S:8]([CH3:11])(=[O:10])=[O:9])[CH:6]=[CH:5][CH:4]=[CH:3][CH:2]=1.C(N(CC)CC)C.[CH3:26][C:27]([O:30][C:31](O[C:31]([O:30][C:27]([CH3:29])([CH3:28])[CH3:26])=[O:32])=[O:32])([CH3:29])[CH3:28], predict the reaction product. The product is: [CH3:11][S:8]([N:7]([CH2:12][C@@H:13]1[NH:14][CH2:15][CH2:16][N:17]([C:31]([O:30][C:27]([CH3:29])([CH3:28])[CH3:26])=[O:32])[CH2:18]1)[C:1]1[CH:2]=[CH:3][CH:4]=[CH:5][CH:6]=1)(=[O:10])=[O:9]. (2) Given the reactants [N:1]1[CH:6]=[CH:5][CH:4]=[CH:3][C:2]=1[CH:7]=O.[C:9]1([C:15]([NH2:18])([CH3:17])[CH3:16])[CH:14]=[CH:13][CH:12]=[CH:11][CH:10]=1, predict the reaction product. The product is: [C:9]1([C:15]([NH:18][CH2:7][C:2]2[CH:3]=[CH:4][CH:5]=[CH:6][N:1]=2)([CH3:17])[CH3:16])[CH:14]=[CH:13][CH:12]=[CH:11][CH:10]=1. (3) The product is: [C:30]([C:25]1[CH:26]=[CH:27][CH:28]=[CH:29][C:24]=1[NH:23][S:20]([C:17]1[CH:16]=[CH:15][C:14]([NH:13][C:5](=[O:11])[O:6][CH2:7][CH:40]2[CH2:39][CH2:38][CH2:42][O:41]2)=[CH:19][CH:18]=1)(=[O:22])=[O:21])(=[O:37])[C:31]1[CH:32]=[CH:33][CH:34]=[CH:35][CH:36]=1. Given the reactants ClC(Cl)(O[C:5](=[O:11])[O:6][C:7](Cl)(Cl)Cl)Cl.[NH2:13][C:14]1[CH:19]=[CH:18][C:17]([S:20]([NH:23][C:24]2[CH:29]=[CH:28][CH:27]=[CH:26][C:25]=2[C:30](=[O:37])[C:31]2[CH:36]=[CH:35][CH:34]=[CH:33][CH:32]=2)(=[O:22])=[O:21])=[CH:16][CH:15]=1.[CH2:38]1[CH2:42][O:41][CH2:40][CH2:39]1, predict the reaction product. (4) Given the reactants [CH:1]1([CH2:7][N:8]2[C:13](=[O:14])[C:12]([C:15](O)=[O:16])=[CH:11][C:10]3[CH2:18][CH2:19][CH2:20][CH2:21][CH2:22][CH2:23][C:9]2=3)[CH2:6][CH2:5][CH2:4][CH2:3][CH2:2]1.Br.[NH2:25][CH:26]1[CH2:30][CH2:29][O:28][C:27]1=[O:31].C(N(CC)CC)C.CCCCCC.C(OCC)(=O)C, predict the reaction product. The product is: [O:31]=[C:27]1[CH:26]([NH:25][C:15]([C:12]2[C:13](=[O:14])[N:8]([CH2:7][CH:1]3[CH2:6][CH2:5][CH2:4][CH2:3][CH2:2]3)[C:9]3[CH2:23][CH2:22][CH2:21][CH2:20][CH2:19][CH2:18][C:10]=3[CH:11]=2)=[O:16])[CH2:30][CH2:29][O:28]1.